Predict the reaction yield, written as a fraction of the theoretical maximum amount of product (1.0 means a 100% yield; for example, 0.34 means a 34% yield). From a dataset of Reaction yield outcomes from USPTO patents with 853,638 reactions. (1) The reactants are Cl.Cl.[NH:3]1[CH2:6][CH:5]([C:7]2[C:8]([O:28][CH3:29])=[C:9]([CH:15]([N:17]3[C:21]4=[N:22][CH:23]=[N:24][C:25]([NH2:26])=[C:20]4[C:19]([CH3:27])=[N:18]3)[CH3:16])[CH:10]=[C:11]([Cl:14])[C:12]=2[CH3:13])[CH2:4]1.C(N(CC)CC)C.[CH3:37][C@H:38]1[CH2:40][O:39]1. The catalyst is C(O)(C)C.CO. The product is [NH2:26][C:25]1[N:24]=[CH:23][N:22]=[C:21]2[N:17]([CH:15]([C:9]3[C:8]([O:28][CH3:29])=[C:7]([CH:5]4[CH2:4][N:3]([CH2:37][C@@H:38]([OH:39])[CH3:40])[CH2:6]4)[C:12]([CH3:13])=[C:11]([Cl:14])[CH:10]=3)[CH3:16])[N:18]=[C:19]([CH3:27])[C:20]=12. The yield is 0.300. (2) The reactants are [C:1]([N:4]1[C:13]2[C:8](=[CH:9][C:10]([CH:14]3[CH2:19][CH2:18][N:17](C(OC(C)(C)C)=O)[CH2:16][CH2:15]3)=[CH:11][CH:12]=2)[C@H:7]([NH:27][C:28]2[CH:33]=[CH:32][C:31]([C:34](=[O:37])[NH:35][CH3:36])=[CH:30][CH:29]=2)[C@@H:6]([CH3:38])[C@@H:5]1[CH3:39])(=[O:3])[CH3:2].Cl. The catalyst is O1CCOCC1. The product is [C:1]([N:4]1[C:13]2[C:8](=[CH:9][C:10]([CH:14]3[CH2:19][CH2:18][NH:17][CH2:16][CH2:15]3)=[CH:11][CH:12]=2)[C@H:7]([NH:27][C:28]2[CH:29]=[CH:30][C:31]([C:34]([NH:35][CH3:36])=[O:37])=[CH:32][CH:33]=2)[C@@H:6]([CH3:38])[C@@H:5]1[CH3:39])(=[O:3])[CH3:2]. The yield is 0.435. (3) The reactants are [CH3:1][N:2]([CH3:26])[C:3]1[CH:4]=[C:5]([C:9](=[N:16][O:17][CH2:18][C:19]2[N:24]=[C:23]([NH2:25])[CH:22]=[CH:21][CH:20]=2)[C:10]2[N:14]([CH3:15])[N:13]=[N:12][N:11]=2)[CH:6]=[CH:7][CH:8]=1.N1C=CC=CC=1.[F:33][C:34]([F:45])([O:38][C:39]1[CH:44]=[CH:43][CH:42]=[CH:41][CH:40]=1)[C:35](Cl)=[O:36].C([O-])(O)=O.[Na+]. The catalyst is O1CCOCC1. The product is [CH3:1][N:2]([CH3:26])[C:3]1[CH:4]=[C:5]([C:9](=[N:16][O:17][CH2:18][C:19]2[N:24]=[C:23]([NH:25][C:35](=[O:36])[C:34]([F:33])([F:45])[O:38][C:39]3[CH:44]=[CH:43][CH:42]=[CH:41][CH:40]=3)[CH:22]=[CH:21][CH:20]=2)[C:10]2[N:14]([CH3:15])[N:13]=[N:12][N:11]=2)[CH:6]=[CH:7][CH:8]=1. The yield is 0.880. (4) The reactants are [N+:1]([C:4]1[CH:25]=[CH:24][C:7]([CH2:8][C:9]2[C:17]3[C:12](=[CH:13][CH:14]=[CH:15][CH:16]=3)[N:11]([CH2:18][C:19]([O:21][CH2:22][CH3:23])=[O:20])[N:10]=2)=[CH:6][CH:5]=1)([O-])=O. The catalyst is CO.[Pd]. The product is [NH2:1][C:4]1[CH:5]=[CH:6][C:7]([CH2:8][C:9]2[C:17]3[C:12](=[CH:13][CH:14]=[CH:15][CH:16]=3)[N:11]([CH2:18][C:19]([O:21][CH2:22][CH3:23])=[O:20])[N:10]=2)=[CH:24][CH:25]=1. The yield is 0.533. (5) The reactants are [N:1]([CH2:4][CH:5]([C:12]1[CH:17]=[CH:16][CH:15]=[CH:14][CH:13]=1)[CH:6]1[CH2:11][CH2:10][CH2:9][CH2:8][CH2:7]1)=[N+]=[N-]. The catalyst is CO.[Pd]. The product is [CH:12]1([CH:5]([C:6]2[CH:7]=[CH:8][CH:9]=[CH:10][CH:11]=2)[CH2:4][NH2:1])[CH2:17][CH2:16][CH2:15][CH2:14][CH2:13]1. The yield is 0.990. (6) The reactants are C[O:2][C:3](=O)[CH2:4][CH2:5][N:6]1[C:18]2[CH:17]=[CH:16][CH:15]=[CH:14][C:13]=2[C:12]2[C:7]1=[CH:8][CH:9]=[CH:10][CH:11]=2.Cl.[NH2:21][OH:22].C[O-].[Na+].CO.C([O-])(O)=O.[Na+]. The catalyst is CN(C=O)C.C(OCC)(=O)C.O. The product is [CH:17]1[C:18]2[N:6]([CH2:5][CH2:4][C:3]([NH:21][OH:22])=[O:2])[C:7]3[C:12](=[CH:11][CH:10]=[CH:9][CH:8]=3)[C:13]=2[CH:14]=[CH:15][CH:16]=1. The yield is 0.470.